From a dataset of Reaction yield outcomes from USPTO patents with 853,638 reactions. Predict the reaction yield, written as a fraction of the theoretical maximum amount of product (1.0 means a 100% yield; for example, 0.34 means a 34% yield). (1) The reactants are [Cl:1][C:2]1[C:3]([OH:13])=[C:4]([CH:8]=[C:9]([Cl:12])[C:10]=1[OH:11])C(O)=O.C(=O)=O.Cl. No catalyst specified. The product is [Cl:1][C:2]1[C:10]([OH:11])=[C:9]([Cl:12])[CH:8]=[CH:4][C:3]=1[OH:13]. The yield is 0.750. (2) The product is [C:55]([O:58][C:51]([NH:47][CH:13]1[CH2:14][CH:15]([NH:17][C:18]([O:20][C:21]([CH3:23])([CH3:22])[CH3:24])=[O:19])[CH2:16][N:11]([C:9]([O:8][CH2:1][C:2]2[CH:7]=[CH:6][CH:5]=[CH:4][CH:3]=2)=[O:10])[CH2:12]1)=[O:35])([CH3:57])([CH3:56])[CH3:54]. No catalyst specified. The yield is 0.400. The reactants are [CH2:1]([O:8][C:9]([N:11]1[CH2:16][CH:15]([NH:17][C:18]([O:20][C:21]([CH3:24])([CH3:23])[CH3:22])=[O:19])[CH2:14][CH:13](C(O)=O)[CH2:12]1)=[O:10])[C:2]1[CH:7]=[CH:6][CH:5]=[CH:4][CH:3]=1.C1C=CC(P(N=[N+]=[N-])(C2C=CC=CC=2)=[O:35])=CC=1.CC[N:47]([CH:51](C)C)C(C)C.[CH3:54][C:55]([OH:58])([CH3:57])[CH3:56]. (3) The reactants are [CH2:1]([O:3][C:4]([C@H:6]1[C@@H:11]([NH2:12])[CH2:10][CH2:9][N:8]([CH2:13][CH2:14][O:15][C:16]2[CH:25]=[N:24][C:23]3[C:18](=[CH:19][C:20]([O:26][CH3:27])=[CH:21][CH:22]=3)[N:17]=2)[CH2:7]1)=[O:5])[CH3:2].[O:28]=[C:29]1[NH:34][C:33]2[CH:35]=[C:36]([C:39](O)=[O:40])[CH:37]=[CH:38][C:32]=2[S:31][CH2:30]1. No catalyst specified. The product is [CH2:1]([O:3][C:4]([C@H:6]1[C@@H:11]([NH:12][C:39]([C:36]2[CH:37]=[CH:38][C:32]3[S:31][CH2:30][C:29](=[O:28])[NH:34][C:33]=3[CH:35]=2)=[O:40])[CH2:10][CH2:9][N:8]([CH2:13][CH2:14][O:15][C:16]2[CH:25]=[N:24][C:23]3[C:18](=[CH:19][C:20]([O:26][CH3:27])=[CH:21][CH:22]=3)[N:17]=2)[CH2:7]1)=[O:5])[CH3:2]. The yield is 0.710. (4) The reactants are [CH3:1][O:2][CH2:3][C:4](=[O:18])[C:5](=[N:10][NH:11][C:12]1[CH:17]=[CH:16][N:15]=[CH:14][CH:13]=1)[C:6]([O:8][CH3:9])=[O:7].[CH3:19]OC(OC)N(C)C. The catalyst is C1(C)C=CC=CC=1. The product is [CH3:1][O:2][C:3]1[C:4](=[O:18])[C:5]([C:6]([O:8][CH3:9])=[O:7])=[N:10][N:11]([C:12]2[CH:13]=[CH:14][N:15]=[CH:16][CH:17]=2)[CH:19]=1. The yield is 0.450. (5) The reactants are [CH2:1]([N:5]([CH2:45][CH2:46][CH2:47][CH3:48])[C:6]([C:8]1[N:9]=[C:10]([C:21]2[CH:30]=[CH:29][C:24]([C:25]([O:27]C)=[O:26])=[CH:23][C:22]=2[C:31]([N:33]2[C@H:42]([CH2:43][OH:44])[CH2:41][C:40]3[C:35](=[CH:36][CH:37]=[CH:38][CH:39]=3)[CH2:34]2)=[O:32])[N:11]([CH2:13][CH2:14][C:15]2[CH:20]=[CH:19][CH:18]=[CH:17][CH:16]=2)[CH:12]=1)=[O:7])[CH2:2][CH2:3][CH3:4].C1COCC1.CO.O.O[Li].O. The catalyst is O. The product is [CH2:45]([N:5]([CH2:1][CH2:2][CH2:3][CH3:4])[C:6]([C:8]1[N:9]=[C:10]([C:21]2[CH:30]=[CH:29][C:24]([C:25]([OH:27])=[O:26])=[CH:23][C:22]=2[C:31]([N:33]2[C@H:42]([CH2:43][OH:44])[CH2:41][C:40]3[C:35](=[CH:36][CH:37]=[CH:38][CH:39]=3)[CH2:34]2)=[O:32])[N:11]([CH2:13][CH2:14][C:15]2[CH:16]=[CH:17][CH:18]=[CH:19][CH:20]=2)[CH:12]=1)=[O:7])[CH2:46][CH2:47][CH3:48]. The yield is 0.910. (6) The reactants are [Cl:1][C:2]1[CH:10]=[C:9]2[C:5]([C:6]([CH2:30][CH2:31][CH2:32][O:33][C:34]3[CH:39]=[C:38]([CH3:40])[C:37]([Cl:41])=[C:36]([CH3:42])[CH:35]=3)=[C:7]([C:11]([NH:13][S:14]([CH2:17][CH2:18][N:19]3C(=O)C4[C:21](=CC=CC=4)[C:20]3=[O:29])(=[O:16])=[O:15])=[O:12])[NH:8]2)=[CH:4][CH:3]=1.O.NN. The catalyst is CO. The product is [C:20]([NH:19][CH2:18][CH2:17][S:14]([NH:13][C:11]([C:7]1[NH:8][C:9]2[C:5]([C:6]=1[CH2:30][CH2:31][CH2:32][O:33][C:34]1[CH:35]=[C:36]([CH3:42])[C:37]([Cl:41])=[C:38]([CH3:40])[CH:39]=1)=[CH:4][CH:3]=[C:2]([Cl:1])[CH:10]=2)=[O:12])(=[O:16])=[O:15])(=[O:29])[CH3:21]. The yield is 0.820.